The task is: Predict the product of the given reaction.. This data is from Forward reaction prediction with 1.9M reactions from USPTO patents (1976-2016). Given the reactants [CH2:1]([O:8][CH:9]1[CH2:13][CH2:12][CH:11]([OH:14])[CH2:10]1)[C:2]1[CH:7]=[CH:6][CH:5]=[CH:4][CH:3]=1.CC(OI1(OC(C)=O)(OC(C)=O)OC(=O)C2C=CC=CC1=2)=O, predict the reaction product. The product is: [CH2:1]([O:8][CH:9]1[CH2:13][CH2:12][C:11](=[O:14])[CH2:10]1)[C:2]1[CH:7]=[CH:6][CH:5]=[CH:4][CH:3]=1.